The task is: Regression. Given a peptide amino acid sequence and an MHC pseudo amino acid sequence, predict their binding affinity value. This is MHC class I binding data.. This data is from Peptide-MHC class I binding affinity with 185,985 pairs from IEDB/IMGT. (1) The peptide sequence is RLRLLLKQM. The MHC is HLA-B08:01 with pseudo-sequence HLA-B08:01. The binding affinity (normalized) is 0.361. (2) The peptide sequence is FLPPQIPVI. The MHC is HLA-A31:01 with pseudo-sequence HLA-A31:01. The binding affinity (normalized) is 0.0847. (3) The peptide sequence is PVTPVIPRV. The MHC is HLA-B39:01 with pseudo-sequence HLA-B39:01. The binding affinity (normalized) is 0.0847. (4) The peptide sequence is IPQSLPSWWTSL. The MHC is H-2-Ld with pseudo-sequence H-2-Ld. The binding affinity (normalized) is 0.739.